From a dataset of Forward reaction prediction with 1.9M reactions from USPTO patents (1976-2016). Predict the product of the given reaction. (1) The product is: [Cl:27][C:23]1[C:24]([CH3:26])=[CH:25][C:20]([O:19][CH2:18][CH2:17][CH2:16][C:7]2[C:6]3[C:10](=[C:2]([C:31]4[CH:32]=[CH:33][O:29][CH:30]=4)[CH:3]=[CH:4][CH:5]=3)[NH:9][C:8]=2[C:11]([O:13][CH2:14][CH3:15])=[O:12])=[CH:21][C:22]=1[CH3:28]. Given the reactants Br[C:2]1[CH:3]=[CH:4][CH:5]=[C:6]2[C:10]=1[NH:9][C:8]([C:11]([O:13][CH2:14][CH3:15])=[O:12])=[C:7]2[CH2:16][CH2:17][CH2:18][O:19][C:20]1[CH:25]=[C:24]([CH3:26])[C:23]([Cl:27])=[C:22]([CH3:28])[CH:21]=1.[O:29]1[CH:33]=[CH:32][C:31](B(O)O)=[CH:30]1, predict the reaction product. (2) Given the reactants [C:1]([C@H:5]1[C:31](=[O:32])[N:30]2[CH2:33][C@@H:27]([CH2:28][C@H:29]2[C:34]([O:36]C)=[O:35])[O:26][C:25]2[C:16](=[N:17][C:18]3[C:23]([CH:24]=2)=[CH:22][C:21]([O:38][CH3:39])=[CH:20][CH:19]=3)[CH:15]=[CH:14][CH2:13][CH2:12][CH2:11][C@@H:10]2[CH2:40][CH2:41][CH2:42][C@H:9]2[O:8][C:7](=[O:43])[NH:6]1)([CH3:4])([CH3:3])[CH3:2].CO.O[Li].O, predict the reaction product. The product is: [C:1]([C@H:5]1[C:31](=[O:32])[N:30]2[CH2:33][C@@H:27]([CH2:28][C@H:29]2[C:34]([OH:36])=[O:35])[O:26][C:25]2[C:16](=[N:17][C:18]3[C:23]([CH:24]=2)=[CH:22][C:21]([O:38][CH3:39])=[CH:20][CH:19]=3)[CH2:15][CH2:14][CH2:13][CH2:12][CH2:11][C@@H:10]2[CH2:40][CH2:41][CH2:42][C@H:9]2[O:8][C:7](=[O:43])[NH:6]1)([CH3:4])([CH3:2])[CH3:3].